Dataset: Catalyst prediction with 721,799 reactions and 888 catalyst types from USPTO. Task: Predict which catalyst facilitates the given reaction. (1) Reactant: Br[C:2]1[CH:7]=[CH:6][C:5]([CH2:8][CH2:9][CH2:10][C:11]2[N:15]([C:16]3[CH:21]=[CH:20][CH:19]=[CH:18][C:17]=3[F:22])[C:14](=[O:23])[N:13]([C:24]3[CH:29]=[CH:28][C:27]([C:30]([F:33])([F:32])[F:31])=[CH:26][CH:25]=3)[N:12]=2)=[CH:4][CH:3]=1.[CH2:34]([O:36][C:37]1[CH:42]=[CH:41][C:40](B2OC(C)(C)C(C)(C)O2)=[CH:39][C:38]=1[CH2:52][C:53]([O:55][CH3:56])=[O:54])[CH3:35].C([O-])(O)=O.[Na+]. Product: [CH2:34]([O:36][C:37]1[CH:42]=[CH:41][C:40]([C:2]2[CH:3]=[CH:4][C:5]([CH2:8][CH2:9][CH2:10][C:11]3[N:15]([C:16]4[CH:21]=[CH:20][CH:19]=[CH:18][C:17]=4[F:22])[C:14](=[O:23])[N:13]([C:24]4[CH:29]=[CH:28][C:27]([C:30]([F:33])([F:32])[F:31])=[CH:26][CH:25]=4)[N:12]=3)=[CH:6][CH:7]=2)=[CH:39][C:38]=1[CH2:52][C:53]([O:55][CH3:56])=[O:54])[CH3:35]. The catalyst class is: 77. (2) Reactant: O.ON1C2C=C[CH:10]=[CH:11][C:6]=2N=N1.[CH3:12]N(C=O)C.[OH:17][N:18]=[C:19]([C:21]1[S:25][C:24]([C:26]([OH:28])=O)=[CH:23][CH:22]=1)[CH3:20].[C:29]([NH:36][NH2:37])([O:31]C(C)(C)C)=[O:30]. Product: [CH3:12][CH:11]([CH3:6])[CH2:10][O:31][C:29]([N:36]([C:26]([C:24]1[S:25][C:21]([C:19](=[N:18][OH:17])[CH3:20])=[CH:22][CH:23]=1)=[O:28])[NH2:37])=[O:30]. The catalyst class is: 2. (3) Reactant: [C:1]([O:5][C:6]([NH:8][C@@H:9]([C:16]1[CH:21]=[CH:20][CH:19]=[CH:18][CH:17]=1)[C:10]([F:15])([F:14])[C:11](O)=[O:12])=[O:7])([CH3:4])([CH3:3])[CH3:2].CN(C(ON1N=NC2C=CC=NC1=2)=[N+](C)C)C.F[P-](F)(F)(F)(F)F.CCN(C(C)C)C(C)C.[CH:55]([N:58]1[C:63](=[O:64])[CH2:62][C:61](=[O:65])[NH:60][C:59]1=[O:66])([CH3:57])[CH3:56]. Product: [F:14][C:10]([F:15])([C:11]([CH:62]1[C:63](=[O:64])[N:58]([CH:55]([CH3:56])[CH3:57])[C:59](=[O:66])[NH:60][C:61]1=[O:65])=[O:12])[C@@H:9]([NH:8][C:6](=[O:7])[O:5][C:1]([CH3:4])([CH3:2])[CH3:3])[C:16]1[CH:17]=[CH:18][CH:19]=[CH:20][CH:21]=1. The catalyst class is: 3. (4) Reactant: C[CH:2](O)[CH3:3].C[C:6]([CH3:8])=O.[CH3:9][CH2:10]O[Si](OCC)(OCC)OCC.[C:22]1([Si:28]([O:35][CH2:36][CH3:37])([O:32][CH2:33][CH3:34])[O:29][CH2:30][CH3:31])[CH:27]=[CH:26][CH:25]=[CH:24][CH:23]=1.C(O)CCC.C(O)C. Product: [C:22]1([Si:28]([O:35][CH2:36][CH2:37][CH2:2][CH3:3])([O:29][CH2:30][CH2:31][CH2:6][CH3:8])[O:32][CH2:33][CH2:34][CH2:9][CH3:10])[CH:23]=[CH:24][CH:25]=[CH:26][CH:27]=1. The catalyst class is: 211. (5) Reactant: [C:1]([O:5][C:6]([NH:8][CH2:9][CH2:10][CH2:11][O:12][C:13]1[CH:35]=[CH:34][CH:33]=[CH:32][C:14]=1[CH2:15][NH:16][C:17](=[O:31])[NH:18][C:19]1[S:20][CH:21]=[C:22]([C:24]([NH:26][CH2:27][C:28](O)=[O:29])=[O:25])[N:23]=1)=[O:7])([CH3:4])([CH3:3])[CH3:2].CCN(C(C)C)C(C)C.CN(C(ON1N=NC2C=CC=NC1=2)=[N+](C)C)C.F[P-](F)(F)(F)(F)F.Cl.[NH2:70][CH:71]([C:77]1[CH:82]=[CH:81][CH:80]=[CH:79][CH:78]=1)[CH2:72][C:73]([O:75][CH3:76])=[O:74]. Product: [C:1]([O:5][C:6]([NH:8][CH2:9][CH2:10][CH2:11][O:12][C:13]1[CH:35]=[CH:34][CH:33]=[CH:32][C:14]=1[CH2:15][NH:16][C:17](=[O:31])[NH:18][C:19]1[S:20][CH:21]=[C:22]([C:24]([NH:26][CH2:27][C:28]([NH:70][CH:71]([C:77]2[CH:82]=[CH:81][CH:80]=[CH:79][CH:78]=2)[CH2:72][C:73]([O:75][CH3:76])=[O:74])=[O:29])=[O:25])[N:23]=1)=[O:7])([CH3:4])([CH3:2])[CH3:3]. The catalyst class is: 1. (6) Reactant: O1CCCC1.[CH3:6][C:7]1[N:8]=[CH:9][S:10][CH:11]=1.C([Li])CCC.[CH2:17]([N:24]1[CH2:29][CH2:28][C:27]([NH:32][C:33]2[CH:38]=[CH:37][CH:36]=[CH:35][C:34]=2[CH3:39])(C#N)[CH2:26][CH2:25]1)[C:18]1[CH:23]=[CH:22][CH:21]=[CH:20][CH:19]=1. Product: [CH2:17]([N:24]1[CH2:25][CH2:26][C:27]([NH:32][C:33]2[CH:38]=[CH:37][CH:36]=[CH:35][C:34]=2[CH3:39])([C:9]2[S:10][CH:11]=[C:7]([CH3:6])[N:8]=2)[CH2:28][CH2:29]1)[C:18]1[CH:19]=[CH:20][CH:21]=[CH:22][CH:23]=1. The catalyst class is: 6. (7) Reactant: C(O[C:6]([N:8]1[CH2:11][CH:10]([C:12]2[CH:17]=[CH:16][C:15]([N+:18]([O-:20])=[O:19])=[CH:14][N:13]=2)[CH2:9]1)=[O:7])(C)(C)C.F[C:22](F)(F)[C:23](O)=O.C(Cl)(=O)CC.C(N(CC)CC)C. Product: [N+:18]([C:15]1[CH:16]=[CH:17][C:12]([CH:10]2[CH2:9][N:8]([C:6](=[O:7])[CH2:22][CH3:23])[CH2:11]2)=[N:13][CH:14]=1)([O-:20])=[O:19]. The catalyst class is: 2.